Dataset: Full USPTO retrosynthesis dataset with 1.9M reactions from patents (1976-2016). Task: Predict the reactants needed to synthesize the given product. (1) Given the product [C:12]([C:16]1[CH:31]=[CH:30][CH:29]=[CH:28][C:17]=1[O:18][C:19]1[C:24]([NH:25][C:26]([NH:8][C:7]2[CH:9]=[CH:10][CH:11]=[C:5]([C:1]([CH3:4])([CH3:2])[CH3:3])[CH:6]=2)=[S:27])=[CH:23][CH:22]=[CH:21][N:20]=1)([CH3:15])([CH3:13])[CH3:14], predict the reactants needed to synthesize it. The reactants are: [C:1]([C:5]1[CH:6]=[C:7]([CH:9]=[CH:10][CH:11]=1)[NH2:8])([CH3:4])([CH3:3])[CH3:2].[C:12]([C:16]1[CH:31]=[CH:30][CH:29]=[CH:28][C:17]=1[O:18][C:19]1[C:24]([N:25]=[C:26]=[S:27])=[CH:23][CH:22]=[CH:21][N:20]=1)([CH3:15])([CH3:14])[CH3:13]. (2) Given the product [C:39]([NH:38][CH2:37][C:35]1[N:36]=[C:31]([CH:29]([OH:30])[CH2:28][CH2:27][C:24]2[CH:25]=[CH:26][C:21]([NH:20][C:15]([C:10]3[C:9]([C:6]4[CH:7]=[CH:8][C:3]([C:2]([F:19])([F:18])[F:1])=[CH:4][CH:5]=4)=[CH:14][CH:13]=[CH:12][CH:11]=3)=[O:16])=[CH:22][CH:23]=2)[CH:32]=[CH:33][CH:34]=1)(=[O:41])[CH3:40], predict the reactants needed to synthesize it. The reactants are: [F:1][C:2]([F:19])([F:18])[C:3]1[CH:8]=[CH:7][C:6]([C:9]2[C:10]([C:15](Cl)=[O:16])=[CH:11][CH:12]=[CH:13][CH:14]=2)=[CH:5][CH:4]=1.[NH2:20][C:21]1[CH:26]=[CH:25][C:24]([CH2:27][CH2:28][CH:29]([C:31]2[N:36]=[C:35]([CH2:37][NH:38][C:39](=[O:41])[CH3:40])[CH:34]=[CH:33][CH:32]=2)[OH:30])=[CH:23][CH:22]=1.C/C(/O[Si](C)(C)C)=N\[Si](C)(C)C.O. (3) Given the product [CH2:28]([NH:30][C:17]([C:12]1[CH:13]=[CH:14][CH:15]=[C:16]2[C:11]=1[NH:10][CH:9]=[C:8]2[CH2:7][CH2:6][NH:5][C@@H:3]([CH3:4])[C@H:2]([OH:1])[C:20]1[CH:21]=[CH:22][C:23]([OH:26])=[CH:24][CH:25]=1)=[O:19])[CH3:29], predict the reactants needed to synthesize it. The reactants are: [OH:1][C@H:2]([C:20]1[CH:25]=[CH:24][C:23]([OH:26])=[CH:22][CH:21]=1)[C@@H:3]([NH:5][CH2:6][CH2:7][C:8]1[C:16]2[C:11](=[C:12]([C:17]([OH:19])=O)[CH:13]=[CH:14][CH:15]=2)[NH:10][CH:9]=1)[CH3:4].Cl.[CH2:28]([NH2:30])[CH3:29].C(N(CC)CC)C.C(N=C=NCCCN(C)C)C.Cl.ON1C2C=CC=CC=2N=N1.C(=O)([O-])O.[Na+]. (4) Given the product [CH3:1][O:2][C:3]1[CH:4]=[CH:5][C:6]2[N:7]([CH:9]=[C:10]([C:16]([OH:18])=[O:17])[CH:11]=2)[N:8]=1, predict the reactants needed to synthesize it. The reactants are: [CH3:1][O:2][C:3]1[CH:4]=[CH:5][C:6]2[N:7]([C:9](C(OC)=O)=[C:10]([C:16]([O:18]C)=[O:17])[C:11]=2C(OC)=O)[N:8]=1.[OH-].[K+].Cl. (5) Given the product [CH3:11][O:1][CH:2]1[O:8][C@H:7]([CH2:9][OH:10])[C@@H:5]([OH:6])[C@H:3]1[OH:4], predict the reactants needed to synthesize it. The reactants are: [O:1]=[CH:2][C@@H:3]([C@@H:5]([C@@H:7]([CH2:9][OH:10])[OH:8])[OH:6])[OH:4].[C:11]([O-])(=O)C.[Na+]. (6) Given the product [Cl:20][C:5]1[C:6]([NH:9][C@@H:10]2[C@@H:15]3[CH2:16][C@@H:12]([CH:13]=[CH:14]3)[C@@H:11]2[C:17]([NH2:19])=[O:18])=[C:7]2[N:8]=[C:24]([C:23]3[CH:26]=[CH:27][C:28]([N:30]4[CH2:35][CH2:34][O:33][CH2:32][CH2:31]4)=[CH:29][C:22]=3[Cl:21])[NH:1][C:2]2=[N:3][CH:4]=1, predict the reactants needed to synthesize it. The reactants are: [NH2:1][C:2]1[C:7]([NH2:8])=[C:6]([NH:9][C@@H:10]2[C@@H:15]3[CH2:16][C@@H:12]([CH:13]=[CH:14]3)[C@@H:11]2[C:17]([NH2:19])=[O:18])[C:5]([Cl:20])=[CH:4][N:3]=1.[Cl:21][C:22]1[CH:29]=[C:28]([N:30]2[CH2:35][CH2:34][O:33][CH2:32][CH2:31]2)[CH:27]=[CH:26][C:23]=1[CH:24]=O.C([O-])(=O)C.[NH4+]. (7) Given the product [O-:6][N+:12]1[CH:17]=[CH:16][C:15]([CH2:18][NH:19][C:20]2[CH:38]=[CH:37][CH:36]=[CH:35][C:21]=2[C:22]([NH:24][C:25]2[CH:30]=[CH:29][CH:28]=[C:27]([C:31]([F:32])([F:33])[F:34])[CH:26]=2)=[O:23])=[CH:14][CH:13]=1, predict the reactants needed to synthesize it. The reactants are: ClC1C=C(C=CC=1)C(OO)=[O:6].[N:12]1[CH:17]=[CH:16][C:15]([CH2:18][NH:19][C:20]2[CH:38]=[CH:37][CH:36]=[CH:35][C:21]=2[C:22]([NH:24][C:25]2[CH:30]=[CH:29][CH:28]=[C:27]([C:31]([F:34])([F:33])[F:32])[CH:26]=2)=[O:23])=[CH:14][CH:13]=1. (8) Given the product [CH2:21]([O:27][C:2]1[CH:7]=[CH:6][C:5]([N+:8]([O-:10])=[O:9])=[CH:4][C:3]=1[C:11]1[CH:16]=[C:15]([N+:17]([O-:19])=[O:18])[CH:14]=[CH:13][C:12]=1[O:28][CH2:6][CH2:7][CH2:2][CH2:3][CH2:4][CH3:5])[CH2:22][CH2:23][CH2:24][CH2:25][CH3:26], predict the reactants needed to synthesize it. The reactants are: F[C:2]1[CH:7]=[CH:6][C:5]([N+:8]([O-:10])=[O:9])=[CH:4][C:3]=1[C:11]1[CH:16]=[C:15]([N+:17]([O-:19])=[O:18])[CH:14]=[CH:13][C:12]=1F.[CH2:21]([OH:27])[CH2:22][CH2:23][CH2:24][CH2:25][CH3:26].[OH-:28].[K+].[I-].[K+].